Dataset: Forward reaction prediction with 1.9M reactions from USPTO patents (1976-2016). Task: Predict the product of the given reaction. (1) Given the reactants [CH3:1][NH:2][CH2:3][CH2:4][OH:5].C(O)(=O)C.[OH:10][C:11]1[CH:18]=[CH:17][C:16]([N+:19]([O-:21])=[O:20])=[CH:15][C:12]=1[CH:13]=O.C(O[BH-](OC(=O)C)OC(=O)C)(=O)C.[Na+], predict the reaction product. The product is: [OH:5][CH2:4][CH2:3][N:2]([CH2:13][C:12]1[CH:15]=[C:16]([N+:19]([O-:21])=[O:20])[CH:17]=[CH:18][C:11]=1[OH:10])[CH3:1]. (2) Given the reactants [C:1]([C:3]1[CH:4]=[C:5]([CH:8]=[CH:9][CH:10]=1)[CH:6]=O)#[N:2].[CH:11](/[C:17]1C=CC(C#N)=C[CH:18]=1)=[CH:12]/[CH2:13]CCC, predict the reaction product. The product is: [CH:6](/[C:5]1[CH:4]=[C:3]([CH:10]=[CH:9][CH:8]=1)[C:1]#[N:2])=[CH:13]/[CH2:12][CH2:11][CH2:17][CH3:18]. (3) The product is: [F:28][C:24]1[CH:25]=[CH:26][CH:27]=[C:2]([F:1])[C:3]=1[C:4]([NH:6][C:7]1[CH:11]=[CH:10][N:9]([CH2:12][C:13]2[CH:18]=[CH:17][C:16]([O:19][C:36]3[N:41]=[CH:40][CH:39]=[CH:38][N:37]=3)=[CH:15][C:14]=2[C:20]([F:23])([F:21])[F:22])[N:8]=1)=[O:5]. Given the reactants [F:1][C:2]1[CH:27]=[CH:26][CH:25]=[C:24]([F:28])[C:3]=1[C:4]([NH:6][C:7]1[CH:11]=[CH:10][N:9]([CH2:12][C:13]2[CH:18]=[CH:17][C:16]([OH:19])=[CH:15][C:14]=2[C:20]([F:23])([F:22])[F:21])[N:8]=1)=[O:5].CC(C)([O-])C.[K+].Cl[C:36]1[N:41]=[CH:40][CH:39]=[CH:38][N:37]=1, predict the reaction product. (4) Given the reactants [F:1][C:2]1[CH:7]=[CH:6][C:5]([S:8][CH2:9][CH2:10][CH2:11][C:12]([OH:14])=O)=[CH:4][CH:3]=1.[CH3:15][O:16][C:17]1[CH:25]=[CH:24][CH:23]=[CH:22][C:18]=1[CH2:19][NH:20][CH3:21], predict the reaction product. The product is: [F:1][C:2]1[CH:3]=[CH:4][C:5]([S:8][CH2:9][CH2:10][CH2:11][C:12]([N:20]([CH2:19][C:18]2[CH:22]=[CH:23][CH:24]=[CH:25][C:17]=2[O:16][CH3:15])[CH3:21])=[O:14])=[CH:6][CH:7]=1. (5) Given the reactants [C:1]([NH:18][C@H:19]([C:27]([OH:29])=O)[CH2:20][C:21]1[CH:26]=[CH:25][CH:24]=[CH:23][CH:22]=1)([O:3]CC1C2C(=CC=CC=2)C2C1=CC=CC=2)=O.C(N(CC)CC)C.CN(C(ON1N=[N:52][C:47]2[CH:48]=[CH:49][CH:50]=CC1=2)=[N+](C)C)C.[B-](F)(F)(F)F.C(OC([NH:66][C:67](=[NH:81])[N:68](C(OC(C)(C)C)=O)CCCCN)=O)(C)(C)C.NCC1CCNCC1.C1(=O)[O:95][C:93](=[O:94])[CH2:92][CH2:91]1.C(O)(C(F)(F)F)=O, predict the reaction product. The product is: [NH:68]([CH2:50][CH2:49][CH2:48][CH2:47][NH:52][C:27]([C@@H:19]([NH:18][C:1]([CH2:91][CH2:92][C:93]([OH:95])=[O:94])=[O:3])[CH2:20][C:21]1[CH:22]=[CH:23][CH:24]=[CH:25][CH:26]=1)=[O:29])[C:67]([NH2:66])=[NH:81]. (6) Given the reactants [CH3:1][NH:2][C:3]([C:5]1[C:6]2[C:7]([CH2:15][CH2:16][O:17][Si](C(C)(C)C)(C)C)=[CH:8][NH:9][C:10]=2[C:11]([CH3:14])=[CH:12][CH:13]=1)=[O:4].[C:25]([CH2:30][C:31]([O:33][CH2:34][CH3:35])=[O:32])(=O)[CH2:26][CH2:27][CH3:28].B(F)(F)F.CCOCC, predict the reaction product. The product is: [CH2:34]([O:33][C:31](=[O:32])[CH2:30][C:25]1([CH2:26][CH2:27][CH3:28])[C:8]2[NH:9][C:10]3[C:6]([C:7]=2[CH2:15][CH2:16][O:17]1)=[C:5]([C:3](=[O:4])[NH:2][CH3:1])[CH:13]=[CH:12][C:11]=3[CH3:14])[CH3:35].